Dataset: Experimentally validated miRNA-target interactions with 360,000+ pairs, plus equal number of negative samples. Task: Binary Classification. Given a miRNA mature sequence and a target amino acid sequence, predict their likelihood of interaction. Result: 0 (no interaction). The miRNA is hsa-miR-548az-3p with sequence AAAAACUGCAAUCACUUUUGC. The protein sequence of the target gene is MALAARLLPQFLHSRSLPCGAVRLRTPAVAEVRLPSATLCYFCRCRLGLGAALFPRSARALAASALPAQGSRWPVLSSPGLPAAFASFPACPQRSYSTEEKPQQHQKTKMIVLGFSNPINWVRTRIKAFLIWAYFDKEFSITEFSEGAKQAFAHVSKLLSQCKFDLLEELVAKEVLHALKEKVTSLPDNHKNALAANIDEIVFTSTGDISIYYDEKGRKFVNILMCFWYLTSANIPSETLRGASVFQVKLGNQNVETKQLLSASYEFQREFTQGVKPDWTIARIEHSKLLE.